Binary Classification. Given a drug SMILES string, predict its activity (active/inactive) in a high-throughput screening assay against a specified biological target. From a dataset of Serine/threonine kinase 33 screen with 319,792 compounds. (1) The drug is S(=O)(=O)(N1CCCCCC1)Nc1cc2c(nc1)cccc2. The result is 0 (inactive). (2) The compound is Fc1cc(CC2(CCN(CC2)Cc2c(nn(c2)CCC)C)C(OCC)=O)ccc1. The result is 0 (inactive). (3) The drug is Clc1ccc(CN2CC(CCC2=O)C(=O)N(Cc2ccncc2)CC)cc1. The result is 0 (inactive). (4) The compound is O1C2C3C(C1C=C2)C(=O)N(NC(=O)c1ccc(OCC)cc1)C3=O. The result is 0 (inactive). (5) The drug is S(=O)(=O)(N1C(Cc2c(C1)cccc2)C(=O)N1CCN(CC1)C(=O)c1occc1)c1ccc(F)cc1. The result is 0 (inactive). (6) The compound is [O-][N+](=O)c1c(N2CCCC2)nc(N(c2ccccc2)C)nc1N. The result is 0 (inactive). (7) The molecule is S(c1n2C(Cc3c(c2nn1)cccc3)(C)C)CC(=O)N1CCN(CC1)c1ccccc1. The result is 0 (inactive).